From a dataset of Peptide-MHC class I binding affinity with 185,985 pairs from IEDB/IMGT. Regression. Given a peptide amino acid sequence and an MHC pseudo amino acid sequence, predict their binding affinity value. This is MHC class I binding data. (1) The peptide sequence is TSNLQEQIGW. The MHC is HLA-B15:03 with pseudo-sequence HLA-B15:03. The binding affinity (normalized) is 0. (2) The peptide sequence is LLYNGAYHL. The MHC is HLA-A02:01 with pseudo-sequence HLA-A02:01. The binding affinity (normalized) is 0.812. (3) The peptide sequence is KNYPASLHK. The MHC is HLA-B08:02 with pseudo-sequence HLA-B08:02. The binding affinity (normalized) is 0.0847. (4) The peptide sequence is SMYPSCCCTK. The MHC is HLA-A02:01 with pseudo-sequence HLA-A02:01. The binding affinity (normalized) is 0.